From a dataset of Experimental lipophilicity measurements (octanol/water distribution) for 4,200 compounds from AstraZeneca. Regression/Classification. Given a drug SMILES string, predict its absorption, distribution, metabolism, or excretion properties. Task type varies by dataset: regression for continuous measurements (e.g., permeability, clearance, half-life) or binary classification for categorical outcomes (e.g., BBB penetration, CYP inhibition). For this dataset (lipophilicity_astrazeneca), we predict Y. The drug is COc1cc(OC)c(S(=O)(=O)N(C)c2ccccc2)cc1NC(C)=O. The Y is 1.10 logD.